This data is from Catalyst prediction with 721,799 reactions and 888 catalyst types from USPTO. The task is: Predict which catalyst facilitates the given reaction. (1) Reactant: [CH:1]([C:3]1[CH:16]=[CH:15][C:6]([C:7]([NH:9][C:10]2[N:11]=[N:12][NH:13][N:14]=2)=[O:8])=[CH:5][CH:4]=1)=O.[CH:17]1([C:23]2[CH:29]=[CH:28][C:26]([NH2:27])=[CH:25][CH:24]=2)[CH2:22][CH2:21][CH2:20][CH2:19][CH2:18]1.C(O)(=O)C.C([BH3-])#N.[Na+]. Product: [CH:17]1([C:23]2[CH:24]=[CH:25][C:26]([NH:27][CH2:1][C:3]3[CH:16]=[CH:15][C:6]([C:7]([NH:9][C:10]4[N:11]=[N:12][NH:13][N:14]=4)=[O:8])=[CH:5][CH:4]=3)=[CH:28][CH:29]=2)[CH2:18][CH2:19][CH2:20][CH2:21][CH2:22]1. The catalyst class is: 121. (2) Reactant: [NH2:1][C:2]1[CH:3]=[C:4]([CH:8]([C:20]2[C:29]([OH:30])=[C:28]3[C:23]([CH:24]=[CH:25][CH:26]=[N:27]3)=[C:22]([Cl:31])[CH:21]=2)[NH:9][C:10](=[O:19])[CH2:11][O:12][C:13]2[CH:18]=[CH:17][CH:16]=[CH:15][CH:14]=2)[CH:5]=[CH:6][CH:7]=1.CCN(C(C)C)C(C)C.[C:41](Cl)(=[O:43])[CH3:42]. Product: [C:41]([NH:1][C:2]1[CH:3]=[C:4]([CH:8]([C:20]2[C:29]([OH:30])=[C:28]3[C:23]([CH:24]=[CH:25][CH:26]=[N:27]3)=[C:22]([Cl:31])[CH:21]=2)[NH:9][C:10](=[O:19])[CH2:11][O:12][C:13]2[CH:14]=[CH:15][CH:16]=[CH:17][CH:18]=2)[CH:5]=[CH:6][CH:7]=1)(=[O:43])[CH3:42]. The catalyst class is: 2. (3) Reactant: C([O:8][C:9]1[CH:10]=[C:11]2[C:15](=[CH:16][C:17]=1[O:18][CH3:19])[NH:14][CH:13]=[CH:12]2)C1C=CC=CC=1. Product: [OH:8][C:9]1[CH:10]=[C:11]2[C:15](=[CH:16][C:17]=1[O:18][CH3:19])[NH:14][CH:13]=[CH:12]2. The catalyst class is: 19. (4) Reactant: [C:1]([O:5][C:6](=[O:16])[NH:7][CH:8]1[CH2:13][CH2:12][CH2:11][CH:10]([CH2:14][OH:15])[CH2:9]1)([CH3:4])([CH3:3])[CH3:2].CC(OI1(OC(C)=O)(OC(C)=O)OC(=O)C2C=CC=CC1=2)=O. Product: [C:1]([O:5][C:6](=[O:16])[NH:7][CH:8]1[CH2:13][CH2:12][CH2:11][CH:10]([CH:14]=[O:15])[CH2:9]1)([CH3:4])([CH3:2])[CH3:3]. The catalyst class is: 2. (5) Reactant: [CH2:1]([O:3][C:4](=[O:19])[CH2:5][NH:6][C:7]1[CH:12]=[C:11]([O:13][CH3:14])[C:10]([O:15][CH3:16])=[CH:9][C:8]=1[C:17]#[N:18])[CH3:2].CC(C)([O-])C.[K+]. Product: [NH2:18][C:17]1[C:8]2[C:7](=[CH:12][C:11]([O:13][CH3:14])=[C:10]([O:15][CH3:16])[CH:9]=2)[NH:6][C:5]=1[C:4]([O:3][CH2:1][CH3:2])=[O:19]. The catalyst class is: 7. (6) Reactant: Cl[CH2:2][CH2:3][N:4]1[CH2:8][CH2:7][CH2:6][C:5]1=[O:9].C(=O)([O-])[O-].[K+].[K+].[N+:16]([C:19]1[CH:20]=[N:21][NH:22][CH:23]=1)([O-:18])=[O:17]. Product: [N+:16]([C:19]1[CH:20]=[N:21][N:22]([CH2:2][CH2:3][N:4]2[CH2:8][CH2:7][CH2:6][C:5]2=[O:9])[CH:23]=1)([O-:18])=[O:17]. The catalyst class is: 10. (7) Reactant: [Br:1][C:2]1[CH:7]=[CH:6][CH:5]=[C:4]([Br:8])[N+:3]=1[O-:9].[N+:10]([O-])([OH:12])=[O:11].N. Product: [Br:1][C:2]1[CH:7]=[C:6]([N+:10]([O-:12])=[O:11])[CH:5]=[C:4]([Br:8])[N+:3]=1[O-:9]. The catalyst class is: 65. (8) Reactant: [Br:1][C:2]1[CH:3]=[C:4]([NH:13][CH:14]2[CH2:19][CH2:18][N:17]([CH3:20])[CH2:16][CH2:15]2)[C:5]([CH3:12])=[C:6]([CH:11]=1)[C:7]([O:9][CH3:10])=[O:8].[C:21](=O)([O-])[O-].[Cs+].[Cs+].CI. Product: [Br:1][C:2]1[CH:3]=[C:4]([N:13]([CH3:21])[CH:14]2[CH2:19][CH2:18][N:17]([CH3:20])[CH2:16][CH2:15]2)[C:5]([CH3:12])=[C:6]([CH:11]=1)[C:7]([O:9][CH3:10])=[O:8]. The catalyst class is: 10. (9) Product: [CH3:1][O:2][C:3]1[C:4]([N+:11]([O-:13])=[O:12])=[C:5]([CH:8]=[CH:9][CH:10]=1)[C:6]#[N:15]. Reactant: [CH3:1][O:2][C:3]1[C:4]([N+:11]([O-:13])=[O:12])=[C:5]([CH:8]=[CH:9][CH:10]=1)[CH:6]=O.[OH-].[NH4+:15].II.[O-]S([O-])=O.[Na+].[Na+]. The catalyst class is: 1. (10) Reactant: [CH:1]1([O:4][CH2:5][CH:6]2[CH2:11][CH2:10][N:9](C(OC(C)(C)C)=O)[CH2:8][CH2:7]2)[CH2:3][CH2:2]1.FC(F)(F)C(O)=O. Product: [CH:1]1([O:4][CH2:5][CH:6]2[CH2:7][CH2:8][NH:9][CH2:10][CH2:11]2)[CH2:3][CH2:2]1. The catalyst class is: 4.